Task: Regression. Given two drug SMILES strings and cell line genomic features, predict the synergy score measuring deviation from expected non-interaction effect.. Dataset: NCI-60 drug combinations with 297,098 pairs across 59 cell lines (1) Drug 1: C1=CC(=C2C(=C1NCCNCCO)C(=O)C3=C(C=CC(=C3C2=O)O)O)NCCNCCO. Drug 2: C1CN(P(=O)(OC1)NCCCl)CCCl. Cell line: SK-MEL-5. Synergy scores: CSS=32.2, Synergy_ZIP=4.83, Synergy_Bliss=7.04, Synergy_Loewe=-18.6, Synergy_HSA=6.33. (2) Synergy scores: CSS=13.0, Synergy_ZIP=-4.91, Synergy_Bliss=-2.24, Synergy_Loewe=-1.94, Synergy_HSA=-1.98. Drug 1: C1=CC(=CC=C1CCCC(=O)O)N(CCCl)CCCl. Drug 2: CC1=C(C=C(C=C1)C(=O)NC2=CC(=CC(=C2)C(F)(F)F)N3C=C(N=C3)C)NC4=NC=CC(=N4)C5=CN=CC=C5. Cell line: UO-31. (3) Cell line: LOX IMVI. Synergy scores: CSS=12.4, Synergy_ZIP=16.7, Synergy_Bliss=23.5, Synergy_Loewe=15.2, Synergy_HSA=18.6. Drug 1: CC1=C2C(C(=O)C3(C(CC4C(C3C(C(C2(C)C)(CC1OC(=O)C(C(C5=CC=CC=C5)NC(=O)OC(C)(C)C)O)O)OC(=O)C6=CC=CC=C6)(CO4)OC(=O)C)O)C)O. Drug 2: C1=CC=C(C(=C1)C(C2=CC=C(C=C2)Cl)C(Cl)Cl)Cl.